From a dataset of Reaction yield outcomes from USPTO patents with 853,638 reactions. Predict the reaction yield, written as a fraction of the theoretical maximum amount of product (1.0 means a 100% yield; for example, 0.34 means a 34% yield). (1) The yield is 0.660. The product is [CH3:1][O:2][C:3]1[CH:4]=[C:5]2[C:10](=[CH:11][C:12]=1[O:13][CH3:14])[N:9]=[CH:8][CH:7]=[C:6]2[O:15][C:16]1[C:22]([CH3:23])=[CH:21][C:19]([NH:20][C:43](=[O:49])[O:42][CH2:40][CH2:60][S:59][C:53]2[CH:54]=[C:55]([CH3:58])[CH:56]=[CH:57][C:52]=2[CH3:51])=[C:18]([CH3:24])[CH:17]=1. The reactants are [CH3:1][O:2][C:3]1[CH:4]=[C:5]2[C:10](=[CH:11][C:12]=1[O:13][CH3:14])[N:9]=[CH:8][CH:7]=[C:6]2[O:15][C:16]1[C:22]([CH3:23])=[CH:21][C:19]([NH2:20])=[C:18]([CH3:24])[CH:17]=1.C1(C)C=CC=CC=1.C(N(CC)CC)C.Cl[C:40](Cl)([O:42][C:43](=[O:49])OC(Cl)(Cl)Cl)Cl.[CH3:51][C:52]1[CH:57]=[CH:56][C:55]([CH3:58])=[CH:54][C:53]=1[S:59][CH2:60]CO. The catalyst is C(Cl)Cl. (2) The reactants are [OH:1][C:2]1[C:6]([CH2:7][C:8]([O:10][CH3:11])=[O:9])=[CH:5][N:4]([C:12]2[CH:17]=[CH:16][CH:15]=[CH:14][CH:13]=2)[N:3]=1.Cl[CH2:19][C:20]1[CH:39]=[CH:38][C:23]([O:24][CH2:25][C:26]2[N:27]=[C:28]([C:32]3[CH:37]=[CH:36][CH:35]=[CH:34][CH:33]=3)[O:29][C:30]=2[CH3:31])=[CH:22][CH:21]=1.C(=O)([O-])[O-].[K+].[K+].CN(C)C=O. The catalyst is O. The product is [CH3:31][C:30]1[O:29][C:28]([C:32]2[CH:33]=[CH:34][CH:35]=[CH:36][CH:37]=2)=[N:27][C:26]=1[CH2:25][O:24][C:23]1[CH:22]=[CH:21][C:20]([CH2:19][O:1][C:2]2[C:6]([CH2:7][C:8]([O:10][CH3:11])=[O:9])=[CH:5][N:4]([C:12]3[CH:17]=[CH:16][CH:15]=[CH:14][CH:13]=3)[N:3]=2)=[CH:39][CH:38]=1. The yield is 0.750.